From a dataset of Forward reaction prediction with 1.9M reactions from USPTO patents (1976-2016). Predict the product of the given reaction. (1) Given the reactants COC1C=CC(C[N:8]2[C:12]3=[N:13][CH:14]=[C:15]([C:17]4[CH:22]=[CH:21][CH:20]=[C:19]([CH2:23][N:24]5[CH2:29][CH2:28][N:27]([CH3:30])[CH2:26][CH2:25]5)[CH:18]=4)[CH:16]=[C:11]3[C:10]([CH3:31])=[N:9]2)=CC=1.FC(F)(F)C(O)=O, predict the reaction product. The product is: [CH3:31][C:10]1[C:11]2[C:12](=[N:13][CH:14]=[C:15]([C:17]3[CH:22]=[CH:21][CH:20]=[C:19]([CH2:23][N:24]4[CH2:29][CH2:28][N:27]([CH3:30])[CH2:26][CH2:25]4)[CH:18]=3)[CH:16]=2)[NH:8][N:9]=1. (2) Given the reactants CO[C:3]1[CH:8]=[CH:7][C:6](C)=[CH:5][C:4]=1[S:10]([N:13]1[C:21]2[CH:20]=[CH:19][CH:18]=[C:17]([CH:22]=[O:23])[C:16]=2[CH:15]=[CH:14]1)(=[O:12])=[O:11].[F:24]C1C=CC(S(N2C3C(=C(C=C)C=CC=3)C=C2)(=O)=O)=CC=1.N1C(C)=CC=CC=1C.I([O-])(=O)(=O)=O.[Na+], predict the reaction product. The product is: [F:24][C:7]1[CH:6]=[CH:5][C:4]([S:10]([N:13]2[C:21]3[CH:20]=[CH:19][CH:18]=[C:17]([CH:22]=[O:23])[C:16]=3[CH:15]=[CH:14]2)(=[O:12])=[O:11])=[CH:3][CH:8]=1. (3) Given the reactants FC(F)(F)C(O)=O.[NH2:8][C@H:9]([C:19]1[C:24]([C:25]2[CH:26]=[C:27]([CH:31]=[CH:32][CH:33]=2)[C:28]([NH2:30])=[O:29])=[CH:23][CH:22]=[CH:21][N:20]=1)[CH2:10][C:11]1[CH:16]=[C:15]([F:17])[CH:14]=[C:13]([F:18])[CH:12]=1.[F:34][C:35]([F:50])([F:49])[C:36]1[C:37]2[CH2:48][CH2:47][O:46][CH2:45][C:38]=2[N:39]([CH2:41][C:42](O)=[O:43])[N:40]=1, predict the reaction product. The product is: [F:17][C:15]1[CH:16]=[C:11]([CH2:10][C@@H:9]([C:19]2[C:24]([C:25]3[CH:26]=[C:27]([CH:31]=[CH:32][CH:33]=3)[C:28]([NH2:30])=[O:29])=[CH:23][CH:22]=[CH:21][N:20]=2)[NH:8][C:42](=[O:43])[CH2:41][N:39]2[C:38]3[CH2:45][O:46][CH2:47][CH2:48][C:37]=3[C:36]([C:35]([F:50])([F:34])[F:49])=[N:40]2)[CH:12]=[C:13]([F:18])[CH:14]=1. (4) The product is: [F:1][C:2]1[CH:7]=[CH:6][C:5]([C:8]2[N:12]=[N:11][N:10]([CH3:13])[C:9]=2[CH2:14][O:15][C:16]2[CH:24]=[CH:23][C:19]([C:20]([NH:28][CH:25]([CH3:27])[CH3:26])=[O:22])=[CH:18][N:17]=2)=[CH:4][CH:3]=1. Given the reactants [F:1][C:2]1[CH:7]=[CH:6][C:5]([C:8]2[N:12]=[N:11][N:10]([CH3:13])[C:9]=2[CH2:14][O:15][C:16]2[CH:24]=[CH:23][C:19]([C:20]([OH:22])=O)=[CH:18][N:17]=2)=[CH:4][CH:3]=1.[CH:25]([NH2:28])([CH3:27])[CH3:26], predict the reaction product. (5) The product is: [C:1]([O:5][C:6](=[O:26])[CH2:7][N:8]1[C:16]2[C:11](=[C:12]([CH3:25])[CH:13]=[C:14]([OH:17])[CH:15]=2)[CH:10]=[CH:9]1)([CH3:4])([CH3:3])[CH3:2]. Given the reactants [C:1]([O:5][C:6](=[O:26])[CH2:7][N:8]1[C:16]2[C:11](=[C:12]([CH3:25])[CH:13]=[C:14]([O:17]CC3C=CC=CC=3)[CH:15]=2)[CH:10]=[CH:9]1)([CH3:4])([CH3:3])[CH3:2], predict the reaction product. (6) Given the reactants [Cl:1][C:2]1[CH:3]=[C:4]([N:9]2[C:13](=[O:14])[C:12]([N:15]3[CH2:20][CH2:19][O:18][CH2:17][CH2:16]3)=[C:11](Cl)[C:10]2=[O:22])[CH:5]=[CH:6][C:7]=1[Cl:8].[SH:23][CH2:24][CH2:25][OH:26], predict the reaction product. The product is: [Cl:1][C:2]1[CH:3]=[C:4]([N:9]2[C:13](=[O:14])[C:12]([N:15]3[CH2:20][CH2:19][O:18][CH2:17][CH2:16]3)=[C:11]([S:23][CH2:24][CH2:25][OH:26])[C:10]2=[O:22])[CH:5]=[CH:6][C:7]=1[Cl:8]. (7) Given the reactants C1(P(C2CCCCC2)C2CCCCC2)CCCCC1.[N+:20]([C:23]1[CH:30]=[C:29](Br)[CH:28]=[CH:27][C:24]=1[CH:25]=[O:26])([O-:22])=[O:21].[B:32]1([B:32]2[O:36][C:35]([CH3:38])([CH3:37])[C:34]([CH3:40])([CH3:39])[O:33]2)[O:36][C:35]([CH3:38])([CH3:37])[C:34]([CH3:40])([CH3:39])[O:33]1.C([O-])(=O)C.[K+], predict the reaction product. The product is: [N+:20]([C:23]1[CH:30]=[CH:29][C:28]([B:32]2[O:36][C:35]([CH3:38])([CH3:37])[C:34]([CH3:40])([CH3:39])[O:33]2)=[CH:27][C:24]=1[CH:25]=[O:26])([O-:22])=[O:21].